From a dataset of Full USPTO retrosynthesis dataset with 1.9M reactions from patents (1976-2016). Predict the reactants needed to synthesize the given product. (1) Given the product [OH:29][C:30]1[CH:35]=[CH:34][C:33]([CH2:36][N:16]2[CH2:17][CH2:18][CH:13](/[CH:12]=[C:11]3/[C:7]([NH:6][CH2:3][C:4]#[CH:5])=[N:8][C:9](=[O:19])[S:10]/3)[CH2:14][CH2:15]2)=[C:32]([C:38]([F:39])([F:40])[F:41])[CH:31]=1, predict the reactants needed to synthesize it. The reactants are: Cl.Cl.[CH2:3]([NH:6][C:7]1=[N:8][C:9](=[O:19])[S:10]/[C:11]/1=[CH:12]\[CH:13]1[CH2:18][CH2:17][NH:16][CH2:15][CH2:14]1)[C:4]#[CH:5].C(=O)([O-])[O-].[K+].[K+].C([O:29][C:30]1[CH:35]=[CH:34][C:33]([CH2:36]Br)=[C:32]([C:38]([F:41])([F:40])[F:39])[CH:31]=1)(=O)C.O. (2) Given the product [S:12]1[CH2:13][CH:14]=[C:9]([C:5]2[C:6]([NH2:8])=[CH:7][C:2]([N:15]3[CH2:20][CH2:19][O:18][CH2:17][CH2:16]3)=[N:3][CH:4]=2)[CH2:10][CH2:11]1, predict the reactants needed to synthesize it. The reactants are: Cl[C:2]1[CH:7]=[C:6]([NH2:8])[C:5]([C:9]2[CH2:10][CH2:11][S:12][CH2:13][CH:14]=2)=[CH:4][N:3]=1.[NH:15]1[CH2:20][CH2:19][O:18][CH2:17][CH2:16]1. (3) Given the product [CH3:1][O:2][C:3](=[O:21])[NH:4][C:5]1[CH:10]=[CH:9][C:8]2[N:11]([CH2:12][CH:13]3[CH2:18][CH2:17][CH2:16][CH2:15][N:14]3[CH3:19])[C:22]([C:23]([CH3:28])([CH3:27])[CH3:24])=[N:20][C:7]=2[CH:6]=1, predict the reactants needed to synthesize it. The reactants are: [CH3:1][O:2][C:3](=[O:21])[NH:4][C:5]1[CH:10]=[CH:9][C:8]([NH:11][CH2:12][CH:13]2[CH2:18][CH2:17][CH2:16][CH2:15][N:14]2[CH3:19])=[C:7]([NH2:20])[CH:6]=1.[CH3:22][C:23]([CH3:28])([CH3:27])[C:24](Cl)=O. (4) Given the product [Cl:29][C:26]1[CH:27]=[CH:28][C:23]([NH:22][C:21]([C:18]2[CH:19]=[CH:20][C:15]([CH2:14][N:11]3[CH2:12][CH2:13][NH:8][CH2:9][CH:10]3[CH2:45][C:46]([OH:48])=[O:47])=[C:16]([F:44])[C:17]=2[F:43])=[O:42])=[C:24]([N:30]2[CH2:35][CH2:34][N:33]([CH2:36][CH2:37][C:38]([F:39])([F:41])[F:40])[CH2:32][CH2:31]2)[CH:25]=1, predict the reactants needed to synthesize it. The reactants are: C(OC([N:8]1[CH2:13][CH2:12][N:11]([CH2:14][C:15]2[CH:20]=[CH:19][C:18]([C:21](=[O:42])[NH:22][C:23]3[CH:28]=[CH:27][C:26]([Cl:29])=[CH:25][C:24]=3[N:30]3[CH2:35][CH2:34][N:33]([CH2:36][CH2:37][C:38]([F:41])([F:40])[F:39])[CH2:32][CH2:31]3)=[C:17]([F:43])[C:16]=2[F:44])[CH:10]([CH2:45][C:46]([OH:48])=[O:47])[CH2:9]1)=O)(C)(C)C.